Dataset: Peptide-MHC class I binding affinity with 185,985 pairs from IEDB/IMGT. Task: Regression. Given a peptide amino acid sequence and an MHC pseudo amino acid sequence, predict their binding affinity value. This is MHC class I binding data. (1) The peptide sequence is KEMGFSPRL. The MHC is HLA-B45:06 with pseudo-sequence HLA-B45:06. The binding affinity (normalized) is 0.213. (2) The peptide sequence is EIIPKIKAY. The MHC is HLA-B07:02 with pseudo-sequence HLA-B07:02. The binding affinity (normalized) is 0.0847. (3) The peptide sequence is HYVRITGLY. The MHC is HLA-A24:02 with pseudo-sequence HLA-A24:02. The binding affinity (normalized) is 0.0728. (4) The MHC is HLA-A26:01 with pseudo-sequence HLA-A26:01. The binding affinity (normalized) is 0.0847. The peptide sequence is TSACGIFLK. (5) The peptide sequence is RIYKRSLKL. The MHC is HLA-B83:01 with pseudo-sequence HLA-B83:01. The binding affinity (normalized) is 0.213. (6) The peptide sequence is GPMKLVMAF. The MHC is HLA-B51:01 with pseudo-sequence HLA-B51:01. The binding affinity (normalized) is 0.0847. (7) The peptide sequence is FMIAFISCFA. The MHC is HLA-A02:06 with pseudo-sequence HLA-A02:06. The binding affinity (normalized) is 0.564.